This data is from Full USPTO retrosynthesis dataset with 1.9M reactions from patents (1976-2016). The task is: Predict the reactants needed to synthesize the given product. (1) Given the product [Cl:1][C:2]1[CH:7]=[CH:6][C:5]([S:8]([NH:12][C@@H:13]([C@H:16]([OH:18])[CH3:17])[CH2:14][OH:15])(=[O:10])=[O:9])=[CH:4][CH:3]=1, predict the reactants needed to synthesize it. The reactants are: [Cl:1][C:2]1[CH:7]=[CH:6][C:5]([S:8](Cl)(=[O:10])=[O:9])=[CH:4][CH:3]=1.[NH2:12][C@@H:13]([C@H:16]([OH:18])[CH3:17])[CH2:14][OH:15].C(=O)([O-])[O-].[K+].[K+]. (2) The reactants are: [CH3:1][C:2]1([CH3:20])[O:6][C@@H:5]([C:7]2[N:8]=[CH:9][C:10]([NH:13]C(=O)C(C)(C)C)=[N:11][CH:12]=2)[CH2:4][O:3]1.C(=O)([O-])[O-].[K+].[K+]. Given the product [CH3:1][C:2]1([CH3:20])[O:6][C@@H:5]([C:7]2[N:8]=[CH:9][C:10]([NH2:13])=[N:11][CH:12]=2)[CH2:4][O:3]1, predict the reactants needed to synthesize it. (3) Given the product [CH2:8]([N:5]1[CH2:6][CH2:7][C@H:2]([OH:1])[C@H:3]([C:15]2[CH:16]=[CH:17][CH:18]=[CH:19][CH:20]=2)[CH2:4]1)[C:38]1[CH:43]=[CH:42][CH:41]=[CH:40][CH:39]=1, predict the reactants needed to synthesize it. The reactants are: [OH:1][C@H:2]1[CH2:7][CH2:6][N:5]([C:8](OC(C)(C)C)=O)[CH2:4][C@H:3]1[C:15]1[CH:20]=[CH:19][CH:18]=[CH:17][CH:16]=1.Cl.C(OCC)(=O)C.C(N(C(C)C)CC)(C)C.C(Br)[C:38]1[CH:43]=[CH:42][CH:41]=[CH:40][CH:39]=1. (4) Given the product [CH3:12][C:6]1[N:7]=[C:8]2[C:3]([C:2]([NH:31][C:16]3[CH:15]=[C:14]([CH3:13])[CH:19]=[CH:18][C:17]=3[S:20][C:21]3[CH:26]=[CH:25][C:24]([O:27][CH2:28][CH2:29][CH3:30])=[CH:23][CH:22]=3)=[CH:11][CH:10]=[N:9]2)=[CH:4][CH:5]=1, predict the reactants needed to synthesize it. The reactants are: Cl[C:2]1[CH:11]=[CH:10][N:9]=[C:8]2[C:3]=1[CH:4]=[CH:5][C:6]([CH3:12])=[N:7]2.[CH3:13][C:14]1[CH:19]=[CH:18][C:17]([S:20][C:21]2[CH:26]=[CH:25][C:24]([O:27][CH2:28][CH2:29][CH3:30])=[CH:23][CH:22]=2)=[C:16]([N+:31]([O-])=O)[CH:15]=1. (5) Given the product [CH3:3][C:4]1[CH:9]=[CH:8][CH:7]=[C:6]([CH3:10])[C:5]=1[O:11][CH2:31][C:32]1[C:33]2[N:34]([C:38]([CH3:42])=[C:39]([CH3:41])[N:40]=2)[CH:35]=[CH:36][CH:37]=1, predict the reactants needed to synthesize it. The reactants are: [OH-].[K+].[CH3:3][C:4]1[CH:9]=[CH:8][CH:7]=[C:6]([CH3:10])[C:5]=1[OH:11].C1OCCOCCOCCOCCOCCOC1.Cl[CH2:31][C:32]1[C:33]2[N:34]([C:38]([CH3:42])=[C:39]([CH3:41])[N:40]=2)[CH:35]=[CH:36][CH:37]=1.[I-].[Na+]. (6) Given the product [ClH:13].[C:1]1([CH3:12])[CH:6]=[CH:5][CH:4]=[C:3]([C:7]2([C:10](=[NH:11])[O:16][CH2:14][CH3:15])[CH2:8][CH2:9]2)[CH:2]=1, predict the reactants needed to synthesize it. The reactants are: [C:1]1([CH3:12])[CH:6]=[CH:5][CH:4]=[C:3]([C:7]2([C:10]#[N:11])[CH2:9][CH2:8]2)[CH:2]=1.[ClH:13].[CH2:14]([OH:16])[CH3:15]. (7) The reactants are: [CH3:1][O:2][CH2:3][C:4](=O)[CH2:5][C:6]([O:8][CH3:9])=[O:7].[F:11][C:12]1[CH:13]=[C:14]([CH:17]=[CH:18][C:19]=1[F:20])[CH:15]=O.[NH2:21][C:22]([NH2:24])=[O:23].B(F)(F)F.CCOCC.C(=O)(O)[O-].[Na+]. Given the product [CH3:9][O:8][C:6]([C:5]1[CH:15]([C:14]2[CH:17]=[CH:18][C:19]([F:20])=[C:12]([F:11])[CH:13]=2)[NH:24][C:22](=[O:23])[NH:21][C:4]=1[CH2:3][O:2][CH3:1])=[O:7], predict the reactants needed to synthesize it. (8) Given the product [CH3:23][CH:22]([CH3:24])[CH2:21][C@H:15]([NH:14][C:12]([C@@H:9]1[CH2:10][CH2:11][N:8]1[C:6]([O:5][C:2]([CH3:1])([CH3:3])[CH3:4])=[O:7])=[O:13])/[CH:16]=[CH:17]/[C:18](=[O:20])[NH:65][C:63]1[S:64][C:60]([C:59]([F:67])([F:66])[F:58])=[N:61][N:62]=1, predict the reactants needed to synthesize it. The reactants are: [CH3:1][C:2]([O:5][C:6]([N:8]1[CH2:11][CH2:10][C@H:9]1[C:12]([NH:14][C@@H:15]([CH2:21][CH:22]([CH3:24])[CH3:23])/[CH:16]=[CH:17]/[C:18]([OH:20])=O)=[O:13])=[O:7])([CH3:4])[CH3:3].CN(C(ON1N=NC2C=CC=NC1=2)=[N+](C)C)C.F[P-](F)(F)(F)(F)F.CCN(C(C)C)C(C)C.[F:58][C:59]([F:67])([F:66])[C:60]1[S:64][C:63]([NH2:65])=[N:62][N:61]=1. (9) Given the product [OH:60][CH2:59][CH2:58][CH2:57][CH2:56][O:55][C:52]1[CH:51]=[CH:50][C:49]([C:33]([CH2:29][CH2:30][CH2:31][CH3:32])=[C:34]([C:35]2[CH:36]=[CH:37][C:38]([OH:41])=[CH:39][CH:40]=2)[C:42]2[CH:47]=[CH:46][C:45]([OH:48])=[CH:44][CH:43]=2)=[CH:54][CH:53]=1, predict the reactants needed to synthesize it. The reactants are: OCCOC1C=CC(C(CC)=C(C2C=CC(O)=CC=2)C2C=CC(O)=CC=2)=CC=1.[CH2:29]([C:33]([C:49]1[CH:54]=[CH:53][C:52]([O:55][CH2:56][CH2:57][CH2:58][C:59](OCC)=[O:60])=[CH:51][CH:50]=1)=[C:34]([C:42]1[CH:47]=[CH:46][C:45]([OH:48])=[CH:44][CH:43]=1)[C:35]1[CH:40]=[CH:39][C:38]([OH:41])=[CH:37][CH:36]=1)[CH2:30][CH2:31][CH3:32].[H-].[Al+3].[Li+].[H-].[H-].[H-].